From a dataset of Full USPTO retrosynthesis dataset with 1.9M reactions from patents (1976-2016). Predict the reactants needed to synthesize the given product. (1) Given the product [Br:1][C:2]1[CH:3]=[CH:4][C:5]([CH:8]2[O:13][CH2:12][CH2:11][CH2:10][O:9]2)=[CH:6][N:7]=1, predict the reactants needed to synthesize it. The reactants are: [Br:1][C:2]1[N:7]=[CH:6][C:5]([CH:8]=[O:9])=[CH:4][CH:3]=1.[CH2:10](O)[CH2:11][CH2:12][OH:13].C12(CS(O)(=O)=O)C(C)(C)C(CC1)CC2=O.O. (2) Given the product [C:22]([O:21][C:17](=[O:20])[CH2:18][C:3](=[O:16])[C:4]1[CH:9]=[CH:8][CH:7]=[C:6]([C:10]2[CH:15]=[CH:14][N:13]=[N:12][CH:11]=2)[CH:5]=1)([CH3:31])([CH3:27])[CH3:23].[OH:30][CH:29]1[O:16][C:3](=[O:2])[CH:4]=[C:28]1[C:24]1[CH:23]=[C:22]([CH3:31])[CH:27]=[CH:26][CH:25]=1.[OH2:19].[NH2:12][NH2:13], predict the reactants needed to synthesize it. The reactants are: C[O:2][C:3](=[O:16])[C:4]1[CH:9]=[CH:8][CH:7]=[C:6]([C:10]2[CH:15]=[CH:14][N:13]=[N:12][CH:11]=2)[CH:5]=1.[C:17]([OH:21])(=[O:20])[CH:18]=[O:19].[C:22]1([CH3:31])[CH:27]=[CH:26][CH:25]=[C:24]([CH2:28][CH:29]=[O:30])[CH:23]=1. (3) The reactants are: Cl.Cl.[CH2:3]([N:10]1[CH2:17][CH:16]2[O:18][CH:12]([CH2:13][NH:14][CH2:15]2)[CH2:11]1)[C:4]1[CH:9]=[CH:8][CH:7]=[CH:6][CH:5]=1.C(=O)(O)[O-].[Na+].S(C1C=CC(C)=CC=1)(O[CH2:28][CH2:29][NH:30][C:31]([O:33][C:34]([CH3:37])([CH3:36])[CH3:35])=[O:32])(=O)=O.C(O)(=O)CC(CC(O)=O)(C(O)=O)O. Given the product [C:34]([O:33][C:31](=[O:32])[NH:30][CH2:29][CH2:28][N:14]1[CH2:15][CH:16]2[O:18][CH:12]([CH2:11][N:10]([CH2:3][C:4]3[CH:5]=[CH:6][CH:7]=[CH:8][CH:9]=3)[CH2:17]2)[CH2:13]1)([CH3:37])([CH3:36])[CH3:35], predict the reactants needed to synthesize it. (4) Given the product [Br:1][C:2]1[CH:10]=[C:6]2[C:5](=[CH:4][CH:3]=1)[N:11]=[C:12]([C:13]1[CH:18]=[CH:17][CH:16]=[CH:15][CH:14]=1)[NH:9][C:7]2=[O:8], predict the reactants needed to synthesize it. The reactants are: [Br:1][C:2]1[CH:10]=[C:6]([C:7]([NH2:9])=[O:8])[C:5]([NH2:11])=[CH:4][CH:3]=1.[CH:12](=O)[C:13]1[CH:18]=[CH:17][CH:16]=[CH:15][CH:14]=1.S(S([O-])=O)([O-])(=O)=O.[Na+].[Na+].O. (5) Given the product [CH:1]1([N:4]([CH2:12][C:13]2[CH:18]=[C:17]([CH2:19][CH2:20][O:21][CH3:27])[CH:16]=[C:15]([Cl:22])[C:14]=2[Cl:23])[C:5](=[O:11])[O:6][C:7]([CH3:9])([CH3:10])[CH3:8])[CH2:3][CH2:2]1, predict the reactants needed to synthesize it. The reactants are: [CH:1]1([N:4]([CH2:12][C:13]2[CH:18]=[C:17]([CH2:19][CH2:20][OH:21])[CH:16]=[C:15]([Cl:22])[C:14]=2[Cl:23])[C:5](=[O:11])[O:6][C:7]([CH3:10])([CH3:9])[CH3:8])[CH2:3][CH2:2]1.[H-].[Na+].I[CH3:27]. (6) Given the product [CH3:1][N:2]([CH3:19])[CH2:3][CH2:4][O:5][C:6]1[CH:11]=[CH:10][C:9]([NH:12][C:29]([NH:28][C:24]2[CH:25]=[CH:26][CH:27]=[C:22]([O:21][CH3:20])[CH:23]=2)=[O:30])=[CH:8][C:7]=1[C:13]1[N:14]([CH3:18])[N:15]=[CH:16][CH:17]=1, predict the reactants needed to synthesize it. The reactants are: [CH3:1][N:2]([CH3:19])[CH2:3][CH2:4][O:5][C:6]1[CH:11]=[CH:10][C:9]([NH2:12])=[CH:8][C:7]=1[C:13]1[N:14]([CH3:18])[N:15]=[CH:16][CH:17]=1.[CH3:20][O:21][C:22]1[CH:23]=[C:24]([N:28]=[C:29]=[O:30])[CH:25]=[CH:26][CH:27]=1. (7) The reactants are: [Cl:1][C:2]1[CH:3]=[C:4]([N:10]2[C:14]([CH3:15])=[C:13]([CH2:16][C:17]3[CH:25]=[CH:24][C:20]([C:21]([OH:23])=O)=[CH:19][CH:18]=3)[C:12]([CH3:26])=[N:11]2)[CH:5]=[CH:6][C:7]=1[C:8]#[N:9].[CH3:27][NH:28][CH3:29].C1COCC1. Given the product [Cl:1][C:2]1[CH:3]=[C:4]([N:10]2[C:14]([CH3:15])=[C:13]([CH2:16][C:17]3[CH:18]=[CH:19][C:20]([C:21]([N:28]([CH3:29])[CH3:27])=[O:23])=[CH:24][CH:25]=3)[C:12]([CH3:26])=[N:11]2)[CH:5]=[CH:6][C:7]=1[C:8]#[N:9], predict the reactants needed to synthesize it. (8) Given the product [CH:1]([NH:4][C:5]([C@@H:7]1[CH2:12][CH2:11][C@H:10]([N:13]2[C:21]3[CH:20]=[C:19]([O:22][CH2:23][CH2:24][N:25]4[CH2:30][CH2:29][CH2:28][CH2:27][CH2:26]4)[N:18]=[CH:17][C:16]=3[NH:15]/[C:14]/2=[N:31]\[C:32](=[O:33])[C:34]2[CH:35]=[CH:36][CH:37]=[C:38]([O:44][CH3:43])[CH:42]=2)[CH2:9][CH2:8]1)=[O:6])([CH3:2])[CH3:3], predict the reactants needed to synthesize it. The reactants are: [CH:1]([NH:4][C:5]([C@@H:7]1[CH2:12][CH2:11][C@H:10]([N:13]2[C:21]3[CH:20]=[C:19]([O:22][CH2:23][CH2:24][N:25]4[CH2:30][CH2:29][CH2:28][CH2:27][CH2:26]4)[N:18]=[CH:17][C:16]=3[NH:15]/[C:14]/2=[N:31]\[C:32]([C:34]2[CH:35]=[CH:36][C:37]3C=CS[C:38]=3[CH:42]=2)=[O:33])[CH2:9][CH2:8]1)=[O:6])([CH3:3])[CH3:2].[CH3:43][O:44]C1C=C(C=CC=1)C(O)=O. (9) Given the product [CH2:1]([O:3][C:4](=[O:20])[C:5]1[CH:10]=[C:9]([O:11][C:12]([F:15])([F:13])[F:14])[C:8]([Br:16])=[CH:7][C:6]=1[NH2:17])[CH3:2], predict the reactants needed to synthesize it. The reactants are: [CH2:1]([O:3][C:4](=[O:20])[C:5]1[CH:10]=[C:9]([O:11][C:12]([F:15])([F:14])[F:13])[C:8]([Br:16])=[CH:7][C:6]=1[N+:17]([O-])=O)[CH3:2].C(OC(=O)C1C=C(OC(F)(F)F)C(C=C)=CC=1N)C.